From a dataset of Reaction yield outcomes from USPTO patents with 853,638 reactions. Predict the reaction yield, written as a fraction of the theoretical maximum amount of product (1.0 means a 100% yield; for example, 0.34 means a 34% yield). (1) The reactants are [CH2:1]([O:8][C:9]([NH:11][C@@H:12]([CH2:16][C:17]1[CH:22]=[CH:21][C:20]([C:23]2[N:28]=[CH:27][C:26]([C:29]3[CH:34]=[CH:33][C:32]([O:35][CH2:36][CH2:37][CH2:38][CH2:39][CH2:40][CH2:41][CH3:42])=[CH:31][CH:30]=3)=[CH:25][N:24]=2)=[CH:19][CH:18]=1)[C:13](O)=[O:14])=[O:10])[C:2]1[CH:7]=[CH:6][CH:5]=[CH:4][CH:3]=1.Cl.[NH:44]1[CH2:48][CH2:47][C@H:46]([C:49]([O:51][CH3:52])=[O:50])[CH2:45]1.CCN(C(C)C)C(C)C.CN(C(ON1N=NC2C=CC=NC1=2)=[N+](C)C)C.F[P-](F)(F)(F)(F)F. The catalyst is CN(C=O)C. The product is [CH2:1]([O:8][C:9]([NH:11][C@@H:12]([CH2:16][C:17]1[CH:22]=[CH:21][C:20]([C:23]2[N:24]=[CH:25][C:26]([C:29]3[CH:30]=[CH:31][C:32]([O:35][CH2:36][CH2:37][CH2:38][CH2:39][CH2:40][CH2:41][CH3:42])=[CH:33][CH:34]=3)=[CH:27][N:28]=2)=[CH:19][CH:18]=1)[C:13]([N:44]1[CH2:48][CH2:47][C@H:46]([C:49]([O:51][CH3:52])=[O:50])[CH2:45]1)=[O:14])=[O:10])[C:2]1[CH:3]=[CH:4][CH:5]=[CH:6][CH:7]=1. The yield is 0.520. (2) The reactants are Br[C:2]1[CH:7]=[C:6]([Cl:8])[CH:5]=[CH:4][C:3]=1[NH:9]C(=O)C(F)(F)F.[CH2:16]([OH:20])[CH2:17][C:18]#[CH:19].C(N(CC)CC)C. The catalyst is CN(C=O)C.C(OCC)(=O)C.Cl[Pd](Cl)([P](C1C=CC=CC=1)(C1C=CC=CC=1)C1C=CC=CC=1)[P](C1C=CC=CC=1)(C1C=CC=CC=1)C1C=CC=CC=1. The product is [Cl:8][C:6]1[CH:5]=[C:4]2[C:3](=[CH:2][CH:7]=1)[NH:9][C:18]([CH2:17][CH2:16][OH:20])=[CH:19]2. The yield is 0.670. (3) The reactants are [NH:1]1[CH2:6][CH2:5][CH:4]([N:7]2[CH:11]=[C:10]([NH:12][C:13]3[N:18]=[C:17]([CH2:19][CH2:20][C:21]4[CH:26]=[CH:25][CH:24]=[CH:23][C:22]=4[CH2:27][C:28]([NH2:30])=[O:29])[C:16]([C:31]([F:34])([F:33])[F:32])=[CH:15][N:14]=3)[CH:9]=[N:8]2)[CH2:3][CH2:2]1.[CH2:35]=O. The catalyst is CO. The product is [CH3:35][N:1]1[CH2:2][CH2:3][CH:4]([N:7]2[CH:11]=[C:10]([NH:12][C:13]3[N:18]=[C:17]([CH2:19][CH2:20][C:21]4[CH:26]=[CH:25][CH:24]=[CH:23][C:22]=4[CH2:27][C:28]([NH2:30])=[O:29])[C:16]([C:31]([F:33])([F:32])[F:34])=[CH:15][N:14]=3)[CH:9]=[N:8]2)[CH2:5][CH2:6]1. The yield is 0.970.